Dataset: Forward reaction prediction with 1.9M reactions from USPTO patents (1976-2016). Task: Predict the product of the given reaction. (1) Given the reactants [F:1][C:2]1[CH:7]=[CH:6][CH:5]=[C:4](I)[CH:3]=1.N1CCCCC1.[CH3:15][C:16]1[CH:21]=[C:20]([CH3:22])[CH:19]=[C:18]([CH3:23])[C:17]=1[CH:24]1[C:32](=[O:33])[CH:31]2[CH:26]([CH:27]3[O:34][CH:30]2[CH:29]=[CH:28]3)[C:25]1=[O:35].C(O)=O, predict the reaction product. The product is: [F:1][C:2]1[CH:3]=[C:4]([CH:29]2[CH2:28][CH:27]3[O:34][CH:30]2[CH:31]2[CH:26]3[C:25](=[O:35])[CH:24]([C:17]3[C:18]([CH3:23])=[CH:19][C:20]([CH3:22])=[CH:21][C:16]=3[CH3:15])[C:32]2=[O:33])[CH:5]=[CH:6][CH:7]=1. (2) The product is: [F:11][C:9]([F:12])([F:10])[C:7]1[CH:6]=[C:5]([C:13]([CH3:45])([CH3:44])[C:14]([N:16]([C:17]2[C:18]([C:35]3[CH:40]=[CH:39][C:38]([F:41])=[CH:37][C:36]=3[CH3:42])=[CH:19][C:20]([N:23]3[CH2:28][CH2:27][CH:26]([CH2:29][S:49][CH3:48])[CH2:25][CH2:24]3)=[N:21][CH:22]=2)[CH3:43])=[O:15])[CH:4]=[C:3]([C:2]([F:1])([F:47])[F:46])[CH:8]=1. Given the reactants [F:1][C:2]([F:47])([F:46])[C:3]1[CH:4]=[C:5]([C:13]([CH3:45])([CH3:44])[C:14]([N:16]([CH3:43])[C:17]2[C:18]([C:35]3[CH:40]=[CH:39][C:38]([F:41])=[CH:37][C:36]=3[CH3:42])=[CH:19][C:20]([N:23]3[CH2:28][CH2:27][CH:26]([CH2:29]OS(C)(=O)=O)[CH2:25][CH2:24]3)=[N:21][CH:22]=2)=[O:15])[CH:6]=[C:7]([C:9]([F:12])([F:11])[F:10])[CH:8]=1.[CH3:48][S-:49].[Na+].[OH-].[Na+], predict the reaction product. (3) Given the reactants [F:1][C:2]1[CH:3]=[C:4]([N:17]2[CH2:21][CH:20]([CH2:22][N:23]=[N+]=[N-])[O:19][C:18]2=[O:26])[CH:5]=[C:6]([F:16])[C:7]=1[N:8]1[CH2:13][CH2:12][S:11](=[O:15])(=[O:14])[CH2:10][CH2:9]1.N(C[C@@H]1OC(=O)N(C2C=C(F)C(N3CCS(=O)(=O)CC3)=C(F)C=2)C1)=[N+]=[N-], predict the reaction product. The product is: [O:15]=[S:11]1(=[O:14])[CH2:10][CH2:9][N:8]([C:7]2[C:6]([F:16])=[CH:5][C:4]([N:17]3[CH2:21][C@@H:20]([CH2:22][NH2:23])[O:19][C:18]3=[O:26])=[CH:3][C:2]=2[F:1])[CH2:13][CH2:12]1. (4) Given the reactants [CH3:1][O:2][C:3]([C:5]1[CH:6]=[C:7]([CH:11]=[C:12]([N+:14]([O-:16])=[O:15])[CH:13]=1)[C:8](O)=[O:9])=[O:4].O1CCCC1.CO, predict the reaction product. The product is: [OH:9][CH2:8][C:7]1[CH:6]=[C:5]([CH:13]=[C:12]([N+:14]([O-:16])=[O:15])[CH:11]=1)[C:3]([O:2][CH3:1])=[O:4]. (5) Given the reactants [N:1]1([C:7]2[N:12]=[CH:11][C:10]([C:13]3[N:18]4[CH:19]=[C:20]([CH2:22][O:23][C:24]5[CH:33]=[CH:32][C:31]6[C:26](=[CH:27][CH:28]=[CH:29][CH:30]=6)[N:25]=5)[N:21]=[C:17]4[C:16]([N:34]4[CH2:39][CH2:38][O:37][CH2:36][CH2:35]4)=[N:15][CH:14]=3)=[CH:9][CH:8]=2)[CH2:6][CH2:5][NH:4][CH2:3][CH2:2]1.[CH3:40][S:41]([OH:44])(=[O:43])=[O:42], predict the reaction product. The product is: [CH3:40][S:41]([OH:44])(=[O:43])=[O:42].[N:1]1([C:7]2[N:12]=[CH:11][C:10]([C:13]3[N:18]4[CH:19]=[C:20]([CH2:22][O:23][C:24]5[CH:33]=[CH:32][C:31]6[C:26](=[CH:27][CH:28]=[CH:29][CH:30]=6)[N:25]=5)[N:21]=[C:17]4[C:16]([N:34]4[CH2:35][CH2:36][O:37][CH2:38][CH2:39]4)=[N:15][CH:14]=3)=[CH:9][CH:8]=2)[CH2:6][CH2:5][NH:4][CH2:3][CH2:2]1. (6) The product is: [CH2:28]([O:35][CH2:36][CH2:37][CH2:38][N:39]([CH3:40])[CH2:25][CH2:24][CH2:23][CH2:22][CH2:21][C@@H:11]1[CH2:10][C:9]2[CH:8]=[C:7]([OH:27])[CH:6]=[CH:5][C:4]=2[C@@H:3]2[C@@H:12]1[C@H:13]1[C@@:17]([CH2:19][C@@H:2]2[F:1])([CH3:18])[C@@H:16]([OH:20])[CH2:15][CH2:14]1)[C:29]1[CH:34]=[CH:33][CH:32]=[CH:31][CH:30]=1. Given the reactants [F:1][C@H:2]1[CH2:19][C@@:17]2([CH3:18])[C@@H:13]([CH2:14][CH2:15][C@@H:16]2[OH:20])[C@H:12]2[C@H:3]1[C:4]1[CH:5]=[CH:6][C:7]([OH:27])=[CH:8][C:9]=1[CH2:10][C@H:11]2[CH2:21][CH2:22][CH2:23][CH2:24][CH2:25]I.[CH2:28]([O:35][CH2:36][CH2:37][CH2:38][NH:39][CH3:40])[C:29]1[CH:34]=[CH:33][CH:32]=[CH:31][CH:30]=1.[Cl-].[Na+], predict the reaction product. (7) The product is: [C:37]([NH:1][CH2:2][C:3]1[CH:4]=[C:5]([C:20]2[S:24][C:23]([C@@:25]3([OH:36])[CH2:30][CH2:29][C@H:28]([C:31]([OH:33])=[O:32])[C:27]([CH3:34])([CH3:35])[CH2:26]3)=[N:22][CH:21]=2)[CH:6]=[C:7]([NH:9][C:10]2[N:15]=[C:14]([C:16]([F:18])([F:19])[F:17])[CH:13]=[CH:12][N:11]=2)[CH:8]=1)(=[O:39])[CH3:38].[C:37]([NH:1][CH2:2][C:3]1[CH:4]=[C:5]([C:20]2[S:24][C:23]([C@@:25]3([OH:36])[CH2:30][CH2:29][C@H:28]([C:31]([O:33][CH3:41])=[O:32])[C:27]([CH3:34])([CH3:35])[CH2:26]3)=[N:22][CH:21]=2)[CH:6]=[C:7]([NH:9][C:10]2[N:15]=[C:14]([C:16]([F:18])([F:19])[F:17])[CH:13]=[CH:12][N:11]=2)[CH:8]=1)(=[O:40])[CH3:38]. Given the reactants [NH2:1][CH2:2][C:3]1[CH:4]=[C:5]([C:20]2[S:24][C:23]([C@@:25]3([OH:36])[CH2:30][CH2:29][C@H:28]([C:31]([OH:33])=[O:32])[C:27]([CH3:35])([CH3:34])[CH2:26]3)=[N:22][CH:21]=2)[CH:6]=[C:7]([NH:9][C:10]2[N:15]=[C:14]([C:16]([F:19])([F:18])[F:17])[CH:13]=[CH:12][N:11]=2)[CH:8]=1.[C:37]([OH:40])(=[O:39])[CH3:38].[CH2:41](Cl)CCl.C1C=CC2N(O)N=NC=2C=1.C(N(CC)CC)C, predict the reaction product. (8) Given the reactants N(OCCC(C)C)=O.[C:9]1([C:15]2([C:35]3[CH:40]=[CH:39][CH:38]=[CH:37][CH:36]=3)[CH2:23][C:22]3[N:21]([S:24]([C:27]4[CH:32]=[CH:31][C:30]([CH3:33])=[CH:29][CH:28]=4)(=[O:26])=[O:25])[N:20]=[C:19](N)[C:18]=3[CH:17]=[CH:16]2)[CH:14]=[CH:13][CH:12]=[CH:11][CH:10]=1.[I:41]CI, predict the reaction product. The product is: [I:41][C:19]1[C:18]2[CH:17]=[CH:16][C:15]([C:9]3[CH:10]=[CH:11][CH:12]=[CH:13][CH:14]=3)([C:35]3[CH:40]=[CH:39][CH:38]=[CH:37][CH:36]=3)[CH2:23][C:22]=2[N:21]([S:24]([C:27]2[CH:28]=[CH:29][C:30]([CH3:33])=[CH:31][CH:32]=2)(=[O:26])=[O:25])[N:20]=1. (9) The product is: [CH2:1]([O:8][C:9]([NH:11][CH2:12][CH2:13][CH2:14][CH2:15][CH:16]([CH2:22][P:23]([CH:26]([NH:30][C:31](=[O:40])[CH2:32][CH2:33][C:34]1[CH:35]=[CH:36][CH:37]=[CH:38][CH:39]=1)[CH:27]([CH3:29])[CH3:28])([OH:25])=[O:24])[C:17]([OH:19])=[O:18])=[O:10])[C:2]1[CH:3]=[CH:4][CH:5]=[CH:6][CH:7]=1. Given the reactants [CH2:1]([O:8][C:9]([NH:11][CH2:12][CH2:13][CH2:14][CH2:15][CH:16]([CH2:22][P:23]([CH:26]([NH:30][C:31](=[O:40])[CH2:32][CH2:33][C:34]1[CH:39]=[CH:38][CH:37]=[CH:36][CH:35]=1)[CH:27]([CH3:29])[CH3:28])([OH:25])=[O:24])[C:17]([O:19]CC)=[O:18])=[O:10])[C:2]1[CH:7]=[CH:6][CH:5]=[CH:4][CH:3]=1.[OH-].[Na+].Cl, predict the reaction product. (10) Given the reactants [F:1][C:2]([F:8])([F:7])[C:3](=[N:5][OH:6])[NH2:4].[C:9]([O:13][CH2:14][CH3:15])(=[O:12])[C:10]#[CH:11], predict the reaction product. The product is: [NH2:4][C:3](=[N:5][O:6][CH:11]=[CH:10][C:9]([O:13][CH2:14][CH3:15])=[O:12])[C:2]([F:8])([F:7])[F:1].